Dataset: Catalyst prediction with 721,799 reactions and 888 catalyst types from USPTO. Task: Predict which catalyst facilitates the given reaction. (1) Reactant: [F:1][C:2]1[CH:7]=[C:6]([F:8])[CH:5]=[CH:4][C:3]=1[C@@H:9]1[CH2:13][NH:12][CH2:11][C@H:10]1[C:14]([O:16][CH3:17])=[O:15].I[CH2:19][CH3:20].C(N(CC)C(C)C)(C)C. Product: [F:1][C:2]1[CH:7]=[C:6]([F:8])[CH:5]=[CH:4][C:3]=1[C@@H:9]1[CH2:13][N:12]([CH2:19][CH3:20])[CH2:11][C@H:10]1[C:14]([O:16][CH3:17])=[O:15]. The catalyst class is: 7. (2) Reactant: [F:1][C:2]1[CH:3]=C([CH:7]=[C:8]([O:10][C:11]2[CH:12]=[N:13][CH:14]=[N:15][CH:16]=2)[CH:9]=1)C#N.[OH-:17].[Na+].Cl.[CH2:20]([OH:22])[CH3:21]. Product: [F:1][C:2]1[CH:3]=[C:21]([CH:7]=[C:8]([O:10][C:11]2[CH:12]=[N:13][CH:14]=[N:15][CH:16]=2)[CH:9]=1)[C:20]([OH:17])=[O:22]. The catalyst class is: 100. (3) Reactant: [OH:1][CH2:2][C:3]1[N:8]=[CH:7][C:6](B(O)O)=[CH:5][CH:4]=1.[Cl:12][CH:13]([Cl:32])[C:14]([N:16]1[C@H:20]([CH2:21][F:22])[C@@H:19]([C:23]2[CH:28]=[CH:27][C:26](I)=[CH:25][CH:24]=2)[O:18][C:17]1([CH3:31])[CH3:30])=[O:15].C([O-])([O-])=O.[Cs+].[Cs+]. Product: [Cl:32][CH:13]([Cl:12])[C:14]([N:16]1[C@H:20]([CH2:21][F:22])[C@@H:19]([C:23]2[CH:28]=[CH:27][C:26]([C:6]3[CH:7]=[N:8][C:3]([CH2:2][OH:1])=[CH:4][CH:5]=3)=[CH:25][CH:24]=2)[O:18][C:17]1([CH3:30])[CH3:31])=[O:15]. The catalyst class is: 70. (4) Reactant: [Si:1]([O:8][C@@H:9]1[C@@H:13]([CH2:14][O:15][Si](C(C)(C)C)(C)C)[O:12][C@@H:11]([N:23]2[C:27]3[N:28]=[CH:29][N:30]=[C:31]([NH2:32])[C:26]=3[C:25]([F:33])=[CH:24]2)[CH2:10]1)([C:4]([CH3:7])([CH3:6])[CH3:5])([CH3:3])[CH3:2].FC(F)(F)C(O)=O.C1(C)C=CC=CC=1. Product: [NH2:32][C:31]1[C:26]2[C:25]([F:33])=[CH:24][N:23]([C@@H:11]3[O:12][C@H:13]([CH2:14][OH:15])[C@@H:9]([O:8][Si:1]([C:4]([CH3:7])([CH3:6])[CH3:5])([CH3:2])[CH3:3])[CH2:10]3)[C:27]=2[N:28]=[CH:29][N:30]=1. The catalyst class is: 1. (5) Reactant: Cl[C:2](OC(Cl)(Cl)Cl)=[O:3].[CH3:9][O:10][C:11]1[CH:27]=[CH:26][C:14]([CH2:15][NH:16][C:17]2[N:25]=[CH:24][CH:23]=[CH:22][C:18]=2[C:19]([OH:21])=[O:20])=[CH:13][CH:12]=1. Product: [CH3:9][O:10][C:11]1[CH:12]=[CH:13][C:14]([CH2:15][N:16]2[C:17]3[N:25]=[CH:24][CH:23]=[CH:22][C:18]=3[C:19](=[O:21])[O:20][C:2]2=[O:3])=[CH:26][CH:27]=1. The catalyst class is: 12. (6) Reactant: [N+:1]([C:4]1[C:5]([CH:14]=[O:15])=[CH:6][CH:7]=[C:8]2[C:13]=1[N:12]=[CH:11][CH:10]=[CH:9]2)([O-:3])=[O:2].[F:16][C:17]1[CH:18]=[C:19]([Mg]Br)[CH:20]=[CH:21][C:22]=1[O:23][CH3:24]. Product: [F:16][C:17]1[CH:18]=[C:19]([CH:14]([C:5]2[C:4]([N+:1]([O-:3])=[O:2])=[C:13]3[C:8]([CH:9]=[CH:10][CH:11]=[N:12]3)=[CH:7][CH:6]=2)[OH:15])[CH:20]=[CH:21][C:22]=1[O:23][CH3:24]. The catalyst class is: 1. (7) Reactant: [Br:1][C:2]1[CH:3]=[CH:4][C:5]([C:8]2[CH2:12][C@@H:11]([CH2:13][OH:14])[O:10][N:9]=2)=[N:6][CH:7]=1.C1CCN(C(/N=N/C(N2CCCCC2)=O)=O)CC1.C(P(CCCC)CCCC)CCC.[F:46][C:47]([F:51])([F:50])[CH2:48]O. Product: [Br:1][C:2]1[CH:3]=[CH:4][C:5]([C:8]2[CH2:12][C@@H:11]([CH2:13][O:14][CH2:48][C:47]([F:51])([F:50])[F:46])[O:10][N:9]=2)=[N:6][CH:7]=1. The catalyst class is: 48.